This data is from Catalyst prediction with 721,799 reactions and 888 catalyst types from USPTO. The task is: Predict which catalyst facilitates the given reaction. Reactant: [SH:1][C:2]1[NH:3][C:4]2[CH:10]=[C:9]([CH3:11])[CH:8]=[CH:7][C:5]=2[N:6]=1.Cl.Cl[CH2:14][C:15]1[CH:21]=[CH:20][C:19]([CH3:22])=[C:18]([CH3:23])[C:16]=1[NH2:17]. Product: [CH3:11][C:9]1[CH:8]=[CH:7][C:5]2[NH:6][C:2]([S:1][CH2:14][C:15]3[CH:21]=[CH:20][C:19]([CH3:22])=[C:18]([CH3:23])[C:16]=3[NH2:17])=[N:3][C:4]=2[CH:10]=1. The catalyst class is: 32.